Dataset: Catalyst prediction with 721,799 reactions and 888 catalyst types from USPTO. Task: Predict which catalyst facilitates the given reaction. (1) Reactant: [O:1]1[C:5]2[CH:6]=[CH:7][CH:8]=[CH:9][C:4]=2[CH:3]=[C:2]1[CH:10]=[O:11].C1COCC1.[BH4-].[Na+]. Product: [O:1]1[C:5]2[CH:6]=[CH:7][CH:8]=[CH:9][C:4]=2[CH:3]=[C:2]1[CH2:10][OH:11]. The catalyst class is: 5. (2) Reactant: [CH3:1][C:2]([N:14]1[C:18]2[CH:19]=[C:20]([CH3:23])[CH:21]=[CH:22][C:17]=2[NH:16][C:15]1=[O:24])([CH3:13])[CH2:3][CH2:4][NH:5]C(=O)OC(C)(C)C.Cl. Product: [NH2:5][CH2:4][CH2:3][C:2]([N:14]1[C:18]2[CH:19]=[C:20]([CH3:23])[CH:21]=[CH:22][C:17]=2[NH:16][C:15]1=[O:24])([CH3:13])[CH3:1]. The catalyst class is: 12. (3) Reactant: [C:1]([NH:4][CH2:5][C:6]1[CH:7]=[C:8]([N:13]2[CH2:18][CH2:17][N:16]([C:19]([O:21][C:22]([CH3:25])([CH3:24])[CH3:23])=[O:20])[CH2:15][CH2:14]2)[CH:9]=[CH:10][C:11]=1[NH2:12])(=[O:3])C.NC1C=CC(N2CCN(C(OC(C)(C)C)=O)CC2)=CC=1CN.C1N=CN(C(N2C=NC=C2)=O)C=1. Product: [O:3]=[C:1]1[NH:4][CH2:5][C:6]2[C:11](=[CH:10][CH:9]=[C:8]([N:13]3[CH2:18][CH2:17][N:16]([C:19]([O:21][C:22]([CH3:25])([CH3:23])[CH3:24])=[O:20])[CH2:15][CH2:14]3)[CH:7]=2)[NH:12]1. The catalyst class is: 1. (4) Reactant: [C:1]([C:3]1[CH:8]=[CH:7][C:6]([N:9]2[CH2:14][CH2:13][CH2:12][C@H:11]([NH:15][C@@H:16]3[CH2:21][CH2:20][CH2:19][CH2:18][C@H:17]3[NH:22][C:23]3[CH:28]=[C:27](/[CH:29]=[CH:30]\[C:31](O)=[O:32])[CH:26]=[CH:25][N:24]=3)[CH2:10]2)=[CH:5][CH:4]=1)#[N:2].CC[N:36](CC)CC.ClC(OCC(C)C)=O.N. Product: [C:1]([C:3]1[CH:4]=[CH:5][C:6]([N:9]2[CH2:14][CH2:13][CH2:12][C@H:11]([NH:15][C@@H:16]3[CH2:21][CH2:20][CH2:19][CH2:18][C@H:17]3[NH:22][C:23]3[CH:28]=[C:27](/[CH:29]=[CH:30]\[C:31]([NH2:36])=[O:32])[CH:26]=[CH:25][N:24]=3)[CH2:10]2)=[CH:7][CH:8]=1)#[N:2]. The catalyst class is: 92.